From a dataset of Kir2.1 potassium channel HTS with 301,493 compounds. Binary Classification. Given a drug SMILES string, predict its activity (active/inactive) in a high-throughput screening assay against a specified biological target. (1) The molecule is Brc1cc(Cl)c(NC(=S)Nc2ccc(CC(O)=O)cc2)cc1. The result is 0 (inactive). (2) The molecule is Fc1c(NC(=O)c2c(NC(=O)CNCc3ncccc3)ccc([N+]([O-])=O)c2)cccc1. The result is 0 (inactive). (3) The drug is S=C(Nc1cc2oc3c(c2cc1OC)cccc3)NC(=O)c1ccc(OC)cc1. The result is 0 (inactive). (4) The drug is OCC1CC(C(C)(C)C)=CC(C1)CO. The result is 0 (inactive). (5) The compound is Clc1c(C(=O)NC(C2C3CC(C2)CC3)C)cccc1. The result is 0 (inactive).